Dataset: Full USPTO retrosynthesis dataset with 1.9M reactions from patents (1976-2016). Task: Predict the reactants needed to synthesize the given product. Given the product [F:10][C:3]1[CH:4]=[C:5]([S:8][CH3:9])[CH:6]=[CH:7][C:2]=1[B:16]([OH:19])[OH:17], predict the reactants needed to synthesize it. The reactants are: Br[C:2]1[CH:7]=[CH:6][C:5]([S:8][CH3:9])=[CH:4][C:3]=1[F:10].[Li]CCCC.[B:16](OC)([O:19]C)[O:17]C.Cl.